Dataset: Reaction yield outcomes from USPTO patents with 853,638 reactions. Task: Predict the reaction yield, written as a fraction of the theoretical maximum amount of product (1.0 means a 100% yield; for example, 0.34 means a 34% yield). (1) The reactants are [CH2:1]([C:5]1[O:6][C:7]2[CH:34]=[CH:33][CH:32]=[CH:31][C:8]=2[C:9]=1[C:10]1[O:11][C:12]([C:15]2[CH:16]=[C:17]3[C:22](=[CH:23][CH:24]=2)[CH:21]=[C:20]([O:25][CH2:26][C:27]([O:29]C)=[O:28])[CH:19]=[CH:18]3)=[CH:13][N:14]=1)[CH2:2][CH2:3][CH3:4].[OH-].[Na+].Cl. The catalyst is C1COCC1.O. The product is [CH2:1]([C:5]1[O:6][C:7]2[CH:34]=[CH:33][CH:32]=[CH:31][C:8]=2[C:9]=1[C:10]1[O:11][C:12]([C:15]2[CH:16]=[C:17]3[C:22](=[CH:23][CH:24]=2)[CH:21]=[C:20]([O:25][CH2:26][C:27]([OH:29])=[O:28])[CH:19]=[CH:18]3)=[CH:13][N:14]=1)[CH2:2][CH2:3][CH3:4]. The yield is 0.930. (2) The reactants are [Br:1][C:2]1[CH:3]=[C:4](I)[CH:5]=[CH:6][CH:7]=1.[C:9]([C:11]1[CH:16]=[CH:15][C:14](B(O)O)=[CH:13][CH:12]=1)#[N:10].COCCOC.C(=O)([O-])[O-].[Na+].[Na+]. The catalyst is C1C=CC([P]([Pd]([P](C2C=CC=CC=2)(C2C=CC=CC=2)C2C=CC=CC=2)([P](C2C=CC=CC=2)(C2C=CC=CC=2)C2C=CC=CC=2)[P](C2C=CC=CC=2)(C2C=CC=CC=2)C2C=CC=CC=2)(C2C=CC=CC=2)C2C=CC=CC=2)=CC=1.O. The product is [Br:1][C:2]1[CH:3]=[C:4]([C:14]2[CH:15]=[CH:16][C:11]([C:9]#[N:10])=[CH:12][CH:13]=2)[CH:5]=[CH:6][CH:7]=1. The yield is 0.530. (3) The reactants are [CH2:1]1[O:9][C:8]2[CH:7]=[CH:6][C:5]([CH:10](O)[CH3:11])=[CH:4][C:3]=2[O:2]1.[C:13]([O:16]C(=O)C)(=[O:15])[CH3:14]. The catalyst is N1C=CC=CC=1. The product is [C:13]([O:16][CH2:11][CH2:10][C:5]1[CH:6]=[CH:7][C:8]2[O:9][CH2:1][O:2][C:3]=2[CH:4]=1)(=[O:15])[CH3:14]. The yield is 0.810. (4) The reactants are [OH:1][C:2]1[C:7](=[O:8])[CH:6]=[CH:5][O:4][C:3]=1[CH3:9].[OH-].[Na+].[CH2:12](I)[CH3:13]. The catalyst is CO.O. The product is [CH2:12]([O:1][C:2]1[C:7](=[O:8])[CH:6]=[CH:5][O:4][C:3]=1[CH3:9])[CH3:13]. The yield is 0.710. (5) The reactants are C([NH:5][S:6]([C:9]1[CH:14]=[CH:13][CH:12]=[C:11]([C:15]2[CH:20]=[C:19]([C:21]3[N:26]=[C:25]([CH:27]([F:29])[F:28])[CH:24]=[C:23]([C:30]4[CH:35]=[CH:34][C:33]([C:36]([F:39])([F:38])[F:37])=[CH:32][CH:31]=4)[N:22]=3)[CH:18]=[CH:17][N:16]=2)[CH:10]=1)(=[O:8])=[O:7])(C)(C)C.C(O)(C(F)(F)F)=O. The catalyst is ClCCl. The product is [F:29][CH:27]([F:28])[C:25]1[CH:24]=[C:23]([C:30]2[CH:35]=[CH:34][C:33]([C:36]([F:38])([F:37])[F:39])=[CH:32][CH:31]=2)[N:22]=[C:21]([C:19]2[CH:18]=[CH:17][N:16]=[C:15]([C:11]3[CH:10]=[C:9]([S:6]([NH2:5])(=[O:8])=[O:7])[CH:14]=[CH:13][CH:12]=3)[CH:20]=2)[N:26]=1. The yield is 0.340. (6) The reactants are C[O:2][CH:3](OC)[CH2:4][N:5]1[C:13]2[C:8](=[CH:9][CH:10]=[CH:11][C:12]=2[C:14]([O:16][CH3:17])=[O:15])[CH:7]=[CH:6]1.Cl. The catalyst is C1COCC1. The product is [O:2]=[CH:3][CH2:4][N:5]1[C:13]2[C:8](=[CH:9][CH:10]=[CH:11][C:12]=2[C:14]([O:16][CH3:17])=[O:15])[CH:7]=[CH:6]1. The yield is 0.870. (7) The reactants are C([O:8][C:9]1[CH:10]=[C:11]([C:17]2[N:21]([C:22]3[CH:27]=[CH:26][C:25]([F:28])=[CH:24][CH:23]=3)[N:20]=[CH:19][CH:18]=2)[CH:12]=[CH:13][C:14]=1[O:15][CH3:16])C1C=CC=CC=1. The catalyst is C(O)C. The product is [F:28][C:25]1[CH:24]=[CH:23][C:22]([N:21]2[C:17]([C:11]3[CH:12]=[CH:13][C:14]([O:15][CH3:16])=[C:9]([OH:8])[CH:10]=3)=[CH:18][CH:19]=[N:20]2)=[CH:27][CH:26]=1. The yield is 0.980. (8) The reactants are [C:1]([O:5][C:6]([N:8]1[CH2:12][CH2:11][CH2:10][CH:9]1[C:13](=[O:29])[NH:14][C:15]([C:22]1[CH:27]=[CH:26][C:25]([Br:28])=[CH:24][CH:23]=1)([C:17](OCC)=[O:18])[CH3:16])=[O:7])([CH3:4])([CH3:3])[CH3:2].[NH3:30]. The catalyst is C(O)C. The product is [C:1]([O:5][C:6]([N:8]1[CH2:12][CH2:11][CH2:10][CH:9]1[C:13](=[O:29])[NH:14][C:15]([C:22]1[CH:27]=[CH:26][C:25]([Br:28])=[CH:24][CH:23]=1)([C:17](=[O:18])[NH2:30])[CH3:16])=[O:7])([CH3:3])([CH3:2])[CH3:4]. The yield is 0.640. (9) The reactants are [CH2:1]([C@@H:3]1[N:8]([C:9]2[CH:10]=[N:11][C:12]([N+:15]([O-])=O)=[CH:13][CH:14]=2)[CH2:7][CH2:6][N:5]([C:18]([O:20][C:21]([CH3:24])([CH3:23])[CH3:22])=[O:19])[CH2:4]1)[CH3:2]. The catalyst is [Pd].CO. The product is [NH2:15][C:12]1[N:11]=[CH:10][C:9]([N:8]2[CH2:7][CH2:6][N:5]([C:18]([O:20][C:21]([CH3:23])([CH3:22])[CH3:24])=[O:19])[CH2:4][C@@H:3]2[CH2:1][CH3:2])=[CH:14][CH:13]=1. The yield is 0.890. (10) The reactants are [NH:1]([C:5]1[CH:14]=[C:13]([C:15]([NH:17][N:18]=[C:19]([C:21]2[C:25]([OH:26])=[C:24]([C:27]3[CH:32]=[CH:31][C:30]([C:33]([CH3:36])([CH3:35])[CH3:34])=[CH:29][CH:28]=3)[S:23][CH:22]=2)[CH3:20])=[O:16])[CH:12]=[CH:11][C:6]=1[C:7]([O:9]C)=[O:8])[C:2]([CH3:4])=[O:3].[OH-].[Na+].Cl. The catalyst is C(O)(C)C. The product is [NH:1]([C:5]1[CH:14]=[C:13]([C:15]([NH:17][N:18]=[C:19]([C:21]2[C:25]([OH:26])=[C:24]([C:27]3[CH:28]=[CH:29][C:30]([C:33]([CH3:36])([CH3:35])[CH3:34])=[CH:31][CH:32]=3)[S:23][CH:22]=2)[CH3:20])=[O:16])[CH:12]=[CH:11][C:6]=1[C:7]([OH:9])=[O:8])[C:2]([CH3:4])=[O:3]. The yield is 0.350.